From a dataset of Full USPTO retrosynthesis dataset with 1.9M reactions from patents (1976-2016). Predict the reactants needed to synthesize the given product. (1) Given the product [OH:1][CH:2]1[O:10][CH2:9][C@@H:7]([OH:8])[C@@H:5]([OH:6])[C@H:3]1[OH:4], predict the reactants needed to synthesize it. The reactants are: [O:1]=[CH:2][C@@H:3]([C@@H:5]([C@@H:7]([CH2:9][OH:10])[OH:8])[OH:6])[OH:4].C(=O)=O. (2) Given the product [CH3:27][N:28]([CH:29]([CH3:31])[CH3:30])[C:24]([C@H:22]1[CH2:21][CH2:20][C:19]2[C:12]3[C:11]([NH:10][C:8]4[CH:9]=[C:4]5[CH:3]=[N:2][NH:1][C:5]5=[N:6][CH:7]=4)=[N:16][CH:15]=[N:14][C:13]=3[S:17][C:18]=2[CH2:23]1)=[O:26], predict the reactants needed to synthesize it. The reactants are: [NH:1]1[C:5]2=[N:6][CH:7]=[C:8]([NH:10][C:11]3[C:12]4[C:19]5[CH2:20][CH2:21][C@H:22]([C:24]([OH:26])=O)[CH2:23][C:18]=5[S:17][C:13]=4[N:14]=[CH:15][N:16]=3)[CH:9]=[C:4]2[CH:3]=[N:2]1.[CH3:27][NH:28][CH:29]([CH3:31])[CH3:30]. (3) Given the product [CH:18]1([C:10]2[N:11]3[CH:16]=[CH:15][N:14]=[C:13]([NH2:17])[C:12]3=[C:8]([C:5]3[CH:6]=[CH:7][C:2]([O:31][C:26]4[CH:27]=[CH:28][CH:29]=[CH:30][C:25]=4[F:24])=[C:3]([O:22][CH3:23])[CH:4]=3)[N:9]=2)[CH2:21][CH2:20][CH2:19]1, predict the reactants needed to synthesize it. The reactants are: Br[C:2]1[CH:7]=[CH:6][C:5]([C:8]2[N:9]=[C:10]([CH:18]3[CH2:21][CH2:20][CH2:19]3)[N:11]3[CH:16]=[CH:15][N:14]=[C:13]([NH2:17])[C:12]=23)=[CH:4][C:3]=1[O:22][CH3:23].[F:24][C:25]1[CH:30]=[CH:29][CH:28]=[CH:27][C:26]=1[OH:31]. (4) Given the product [NH:27]1[C:35]2[C:30](=[CH:31][CH:32]=[C:33]([C:36]([NH:11][C@H:10]([C:12]([N:14]3[CH2:19][CH2:18][CH:17]([CH:20]4[CH2:21][CH2:22][N:23]([CH3:26])[CH2:24][CH2:25]4)[CH2:16][CH2:15]3)=[O:13])[CH2:9][CH:6]3[CH2:7][CH2:8][O:3][CH2:4][CH2:5]3)=[O:37])[CH:34]=2)[CH:29]=[CH:28]1, predict the reactants needed to synthesize it. The reactants are: Cl.Cl.[O:3]1[CH2:8][CH2:7][CH:6]([CH2:9][C@@H:10]([C:12]([N:14]2[CH2:19][CH2:18][CH:17]([CH:20]3[CH2:25][CH2:24][N:23]([CH3:26])[CH2:22][CH2:21]3)[CH2:16][CH2:15]2)=[O:13])[NH2:11])[CH2:5][CH2:4]1.[NH:27]1[C:35]2[C:30](=[CH:31][CH:32]=[C:33]([C:36](O)=[O:37])[CH:34]=2)[CH:29]=[CH:28]1. (5) Given the product [Br:1][C:2]1[CH:3]=[C:4]([O:12][C:13]2[CH:14]=[CH:15][CH:16]=[CH:17][CH:18]=2)[C:5]([NH:8][C:9]2[S:10][CH:20]=[C:21]([CH2:22][CH2:23][C:24]3[CH:29]=[CH:28][CH:27]=[CH:26][CH:25]=3)[N:11]=2)=[N:6][CH:7]=1, predict the reactants needed to synthesize it. The reactants are: [Br:1][C:2]1[CH:3]=[C:4]([O:12][C:13]2[CH:18]=[CH:17][CH:16]=[CH:15][CH:14]=2)[C:5]([NH:8][C:9]([NH2:11])=[S:10])=[N:6][CH:7]=1.Br[CH2:20][C:21](=O)[CH2:22][CH2:23][C:24]1[CH:29]=[CH:28][CH:27]=[CH:26][CH:25]=1. (6) Given the product [Br:1][C:2]1[C:3]([C:8]#[N:9])=[N+:4]([O-:18])[CH:5]=[CH:6][CH:7]=1, predict the reactants needed to synthesize it. The reactants are: [Br:1][C:2]1[C:3]([C:8]#[N:9])=[N:4][CH:5]=[CH:6][CH:7]=1.ClC1C=CC=C(C(OO)=[O:18])C=1.